This data is from Forward reaction prediction with 1.9M reactions from USPTO patents (1976-2016). The task is: Predict the product of the given reaction. (1) The product is: [OH:15][CH2:14][C:11]1([C:17]2[CH:18]=[CH:19][CH:20]=[CH:21][CH:22]=2)[CH2:12][CH2:13][N:8]([C:6]([O:5][C:1]([CH3:3])([CH3:4])[CH3:2])=[O:7])[CH2:9][CH2:10]1. Given the reactants [C:1]([O:5][C:6]([N:8]1[CH2:13][CH2:12][C:11]([C:17]2[CH:22]=[CH:21][CH:20]=[CH:19][CH:18]=2)([C:14](O)=[O:15])[CH2:10][CH2:9]1)=[O:7])([CH3:4])([CH3:3])[CH3:2].O1CCCC1.B, predict the reaction product. (2) Given the reactants Br[C:2]1[S:6][C:5]2=[N:7][CH:8]=[C:9]([I:10])[N:4]2[N:3]=1.[CH2:11]([N:13]1[CH:17]=[C:16](B(O)O)[CH:15]=[N:14]1)[CH3:12].C([O-])([O-])=O.[Na+].[Na+], predict the reaction product. The product is: [CH2:11]([N:13]1[CH:17]=[C:16]([C:2]2[S:6][C:5]3=[N:7][CH:8]=[C:9]([I:10])[N:4]3[N:3]=2)[CH:15]=[N:14]1)[CH3:12]. (3) Given the reactants [CH:1]([C:4]1[CH:18]=[C:17]([O:19][CH3:20])[C:16]([N+:21]([O-])=O)=[CH:15][C:5]=1[O:6][C:7]1[C:8]([NH2:14])=[N:9][C:10]([NH2:13])=[N:11][CH:12]=1)([CH3:3])[CH3:2], predict the reaction product. The product is: [NH2:21][C:16]1[C:17]([O:19][CH3:20])=[CH:18][C:4]([CH:1]([CH3:3])[CH3:2])=[C:5]([CH:15]=1)[O:6][C:7]1[C:8]([NH2:14])=[N:9][C:10]([NH2:13])=[N:11][CH:12]=1. (4) Given the reactants [CH2:1]([NH:3][CH2:4][C:5]([N:7]1[CH2:12][CH2:11][S:10][C:9]2[CH:13]=[C:14]([N+:17]([O-:19])=[O:18])[CH:15]=[CH:16][C:8]1=2)=[O:6])[CH3:2].C(N(CC)CC)C.[C:27](O[C:27]([O:29][C:30]([CH3:33])([CH3:32])[CH3:31])=[O:28])([O:29][C:30]([CH3:33])([CH3:32])[CH3:31])=[O:28], predict the reaction product. The product is: [CH2:1]([N:3]([CH2:4][C:5]([N:7]1[CH2:12][CH2:11][S:10][C:9]2[CH:13]=[C:14]([N+:17]([O-:19])=[O:18])[CH:15]=[CH:16][C:8]1=2)=[O:6])[C:27](=[O:28])[O:29][C:30]([CH3:33])([CH3:32])[CH3:31])[CH3:2]. (5) Given the reactants Br.Br[CH2:3][C:4]([C:6]1[CH:11]=[CH:10][N:9]=[CH:8][CH:7]=1)=O.[CH2:12]1[C:20]2[C:15](=[CH:16][C:17]([NH:21][C:22]([NH2:24])=[S:23])=[CH:18][CH:19]=2)[CH2:14][CH2:13]1.N, predict the reaction product. The product is: [CH2:12]1[C:20]2[C:15](=[CH:16][C:17]([NH:21][C:22]3[S:23][CH:3]=[C:4]([C:6]4[CH:11]=[CH:10][N:9]=[CH:8][CH:7]=4)[N:24]=3)=[CH:18][CH:19]=2)[CH2:14][CH2:13]1. (6) Given the reactants [F:1][C:2]([F:21])([F:20])[C:3]([C:10]1[CH:15]=[CH:14][C:13]([F:16])=[C:12]([N+:17]([O-])=O)[CH:11]=1)=[CH:4][C:5]([O:7][CH2:8][CH3:9])=[O:6], predict the reaction product. The product is: [NH2:17][C:12]1[CH:11]=[C:10]([CH:3]([C:2]([F:21])([F:1])[F:20])[CH2:4][C:5]([O:7][CH2:8][CH3:9])=[O:6])[CH:15]=[CH:14][C:13]=1[F:16]. (7) Given the reactants [CH2:1]([O:3][C:4]1[CH:9]=[C:8]([N+:10]([O-:12])=[O:11])[CH:7]=[CH:6][C:5]=1[C:13]1[O:17][C:16]([NH:18][CH2:19][CH2:20][CH2:21][N:22]2[CH2:27][CH2:26][CH2:25][CH2:24][CH2:23]2)=[N:15][N:14]=1)[CH3:2].[C:28]([O:32][C:33](O[C:33]([O:32][C:28]([CH3:31])([CH3:30])[CH3:29])=[O:34])=[O:34])([CH3:31])([CH3:30])[CH3:29].C(N(CC)CC)C, predict the reaction product. The product is: [CH2:1]([O:3][C:4]1[CH:9]=[C:8]([N+:10]([O-:12])=[O:11])[CH:7]=[CH:6][C:5]=1[C:13]1[O:17][C:16]([N:18]([CH2:19][CH2:20][CH2:21][N:22]2[CH2:27][CH2:26][CH2:25][CH2:24][CH2:23]2)[C:33](=[O:34])[O:32][C:28]([CH3:31])([CH3:30])[CH3:29])=[N:15][N:14]=1)[CH3:2].